From a dataset of Forward reaction prediction with 1.9M reactions from USPTO patents (1976-2016). Predict the product of the given reaction. (1) Given the reactants [C:1]([O:5][C:6]([N:8]1[CH2:13][CH2:12][C:11](=O)[CH2:10][CH2:9]1)=[O:7])([CH3:4])([CH3:3])[CH3:2].[CH3:15][C:16]1[CH:22]=[CH:21][C:20]([CH3:23])=[CH:19][C:17]=1[NH2:18].C(O)(=O)C.C(O[BH-](OC(=O)C)OC(=O)C)(=O)C.[Na+].C(=O)(O)[O-].[Na+], predict the reaction product. The product is: [C:1]([O:5][C:6]([N:8]1[CH2:13][CH2:12][CH:11]([NH:18][C:17]2[CH:19]=[C:20]([CH3:23])[CH:21]=[CH:22][C:16]=2[CH3:15])[CH2:10][CH2:9]1)=[O:7])([CH3:4])([CH3:3])[CH3:2]. (2) Given the reactants [CH3:1][C:2]1[CH:11]=[CH:10][C:9]2[C:4](=[CH:5][CH:6]=[CH:7][C:8]=2[N:12]2[CH2:17][CH2:16][N:15]([CH2:18][CH2:19][C:20]3[CH:21]=[C:22]([CH:24]=[CH:25][CH:26]=3)[NH2:23])[CH2:14][CH2:13]2)[N:3]=1.[C:27]1(=O)[C:31]2[CH:32]=[CH:33][CH:34]=[CH:35][C:30]=2[C:29](=[O:36])[O:28]1, predict the reaction product. The product is: [CH3:1][C:2]1[CH:11]=[CH:10][C:9]2[C:4](=[CH:5][CH:6]=[CH:7][C:8]=2[N:12]2[CH2:13][CH2:14][N:15]([CH2:18][CH2:19][C:20]3[CH:21]=[C:22]([N:23]4[C:27](=[O:28])[C:31]5[C:30](=[CH:35][CH:34]=[CH:33][CH:32]=5)[C:29]4=[O:36])[CH:24]=[CH:25][CH:26]=3)[CH2:16][CH2:17]2)[N:3]=1.